From a dataset of Retrosynthesis with 50K atom-mapped reactions and 10 reaction types from USPTO. Predict the reactants needed to synthesize the given product. (1) Given the product Cc1c(Nc2ccc(I)cc2F)c(NS(=O)(=O)C2CC(OCc3ccccc3)C2)c2n(c1=O)CCO2, predict the reactants needed to synthesize it. The reactants are: Cc1c(Nc2ccc(I)cc2F)c(N)c2n(c1=O)CCO2.O=S(=O)(Cl)C1CC(OCc2ccccc2)C1. (2) Given the product O=C1N(c2cc3cc(F)ccc3s2)CCN1c1cnccc1C1CC1, predict the reactants needed to synthesize it. The reactants are: Fc1ccc2sc(Br)cc2c1.O=C1NCCN1c1cnccc1C1CC1. (3) Given the product COc1cc(C(=O)NC2(C(=O)NCc3ccc(-n4c(-c5ncc(C)o5)c(Cl)c5ccccc54)cc3)CC2)on1, predict the reactants needed to synthesize it. The reactants are: COc1cc(C(=O)NC2(C(=O)O)CC2)on1.Cc1cnc(-c2c(Cl)c3ccccc3n2-c2ccc(CN)cc2)o1.